From a dataset of Forward reaction prediction with 1.9M reactions from USPTO patents (1976-2016). Predict the product of the given reaction. The product is: [CH:13]1([NH:12][C:4]2[CH:3]=[C:2]([NH:29][C:28]3[CH:27]=[CH:26][C:25]([N:22]4[CH2:23][CH2:24][O:19][CH2:20][CH2:21]4)=[CH:31][CH:30]=3)[N:7]=[CH:6][C:5]=2[CH2:8][C:9]([NH2:11])=[O:10])[CH2:18][CH2:17][CH2:16][CH2:15][CH2:14]1. Given the reactants Cl[C:2]1[N:7]=[CH:6][C:5]([CH2:8][C:9]([NH2:11])=[O:10])=[C:4]([NH:12][CH:13]2[CH2:18][CH2:17][CH2:16][CH2:15][CH2:14]2)[CH:3]=1.[O:19]1[CH2:24][CH2:23][N:22]([C:25]2[CH:31]=[CH:30][C:28]([NH2:29])=[CH:27][CH:26]=2)[CH2:21][CH2:20]1.CS(O)(=O)=O, predict the reaction product.